From a dataset of Forward reaction prediction with 1.9M reactions from USPTO patents (1976-2016). Predict the product of the given reaction. Given the reactants C(OC([N:8]1[CH2:12][CH2:11][C:10]2([CH2:17][CH2:16][N:15]([C:18](=[O:20])[CH3:19])[CH2:14][CH2:13]2)[CH2:9]1)=O)(C)(C)C.[ClH:21], predict the reaction product. The product is: [ClH:21].[CH2:9]1[C:10]2([CH2:13][CH2:14][N:15]([C:18](=[O:20])[CH3:19])[CH2:16][CH2:17]2)[CH2:11][CH2:12][NH:8]1.